The task is: Predict which catalyst facilitates the given reaction.. This data is from Catalyst prediction with 721,799 reactions and 888 catalyst types from USPTO. (1) Reactant: [CH:1]1([C:4]2[C:13]3[O:12][CH2:11][CH2:10][N:9]([C:14]([O:16][C:17]([CH3:20])([CH3:19])[CH3:18])=[O:15])[CH2:8][C:7]=3[S:6][CH:5]=2)[CH2:3][CH2:2]1.[Br:21]N1C(=O)CCC1=O.S([O-])([O-])(=O)=S.[Na+].[Na+]. Product: [Br:21][C:5]1[S:6][C:7]2[CH2:8][N:9]([C:14]([O:16][C:17]([CH3:20])([CH3:19])[CH3:18])=[O:15])[CH2:10][CH2:11][O:12][C:13]=2[C:4]=1[CH:1]1[CH2:2][CH2:3]1. The catalyst class is: 10. (2) Reactant: I[C:2]1[C:10]2[C:5](=[CH:6][CH:7]=[C:8]([C:11]([NH:13][C@@H:14]([C:17]3[S:18][CH:19]=[CH:20][CH:21]=3)[CH2:15][CH3:16])=[O:12])[CH:9]=2)[NH:4][N:3]=1.[CH3:22][N:23]1[CH2:28][CH2:27][CH:26]([O:29][C:30]2[CH:35]=[CH:34][C:33](B3OC(C)(C)C(C)(C)O3)=[CH:32][CH:31]=2)[CH2:25][CH2:24]1.C([O-])([O-])=O.[Na+].[Na+]. Product: [CH3:22][N:23]1[CH2:28][CH2:27][CH:26]([O:29][C:30]2[CH:35]=[CH:34][C:33]([C:2]3[C:10]4[C:5](=[CH:6][CH:7]=[C:8]([C:11]([NH:13][C@@H:14]([C:17]5[S:18][CH:19]=[CH:20][CH:21]=5)[CH2:15][CH3:16])=[O:12])[CH:9]=4)[NH:4][N:3]=3)=[CH:32][CH:31]=2)[CH2:25][CH2:24]1. The catalyst class is: 780.